This data is from Full USPTO retrosynthesis dataset with 1.9M reactions from patents (1976-2016). The task is: Predict the reactants needed to synthesize the given product. (1) Given the product [Cl:1][C:2]1[C:3]([C:8]2[CH:9]=[C:10]3[C:14](=[CH:15][CH:16]=2)[NH:13][N:12]=[C:11]3[NH:17][C:18]2[S:19][C:20]([CH2:23][NH:24][CH3:25])=[CH:21][N:22]=2)=[N:4][CH:5]=[CH:6][CH:7]=1, predict the reactants needed to synthesize it. The reactants are: [Cl:1][C:2]1[C:3]([C:8]2[CH:9]=[C:10]3[C:14](=[CH:15][CH:16]=2)[NH:13][N:12]=[C:11]3[NH:17][C:18]2[S:19][C:20]([CH2:23][N:24](C)[C:25](=O)OC(C)(C)C)=[CH:21][N:22]=2)=[N:4][CH:5]=[CH:6][CH:7]=1.C(OCC)(=O)C.Cl. (2) Given the product [CH3:1][O:2][CH2:3][CH2:4][CH2:5][CH2:6][N:7]1[C:15]2[C:10](=[CH:11][CH:12]=[CH:13][CH:14]=2)[CH:9]=[C:8]1[C:16]([N:22]([CH2:21][CH:20]([CH3:40])[CH3:19])[C@@H:23]1[CH2:28][N:27]([C:29]([O:31][C:32]([CH3:35])([CH3:34])[CH3:33])=[O:30])[CH2:26][C@H:25]([C:36]([O:38][CH3:39])=[O:37])[CH2:24]1)=[O:18], predict the reactants needed to synthesize it. The reactants are: [CH3:1][O:2][CH2:3][CH2:4][CH2:5][CH2:6][N:7]1[C:15]2[C:10](=[CH:11][CH:12]=[CH:13][CH:14]=2)[CH:9]=[C:8]1[C:16]([OH:18])=O.[CH3:19][CH:20]([CH3:40])[CH2:21][NH:22][C@@H:23]1[CH2:28][N:27]([C:29]([O:31][C:32]([CH3:35])([CH3:34])[CH3:33])=[O:30])[CH2:26][C@H:25]([C:36]([O:38][CH3:39])=[O:37])[CH2:24]1.C(N(C(C)C)CC)(C)C.F[P-](F)(F)(F)(F)F.ClC(N(C)C)=[N+](C)C. (3) Given the product [CH3:6][N:7]([S:35]([C:27]1[CH:28]=[C:29]([N+:32]([O-:34])=[O:33])[CH:30]=[CH:31][C:26]=1[CH3:25])(=[O:36])=[O:37])[N:8]=[CH:23][C:16]1[CH:15]=[N:14][N:18]2[CH:19]=[CH:20][CH:21]=[CH:22][C:17]=12, predict the reactants needed to synthesize it. The reactants are: S(O)(O)(=O)=O.[CH3:6][NH:7][NH2:8].C([O-])(O)=O.[Na+].[N:14]1[N:18]2[CH:19]=[CH:20][CH:21]=[CH:22][C:17]2=[C:16]([CH:23]=O)[CH:15]=1.[CH3:25][C:26]1[CH:31]=[CH:30][C:29]([N+:32]([O-:34])=[O:33])=[CH:28][C:27]=1[S:35](Cl)(=[O:37])=[O:36]. (4) Given the product [CH2:11]([O:10][C:3]1[CH:4]=[CH:5][C:6]([N+:7]([O-:9])=[O:8])=[CH:1][CH:2]=1)[CH2:12][CH2:13][CH2:14][CH2:15][CH2:16][CH2:17][CH2:18][CH2:19][CH3:20], predict the reactants needed to synthesize it. The reactants are: [CH:1]1[C:6]([N+:7]([O-:9])=[O:8])=[CH:5][CH:4]=[C:3]([OH:10])[CH:2]=1.[CH2:11](I)[CH2:12][CH2:13][CH2:14][CH2:15][CH2:16][CH2:17][CH2:18][CH2:19][CH3:20].C(=O)([O-])[O-].[K+].[K+].O. (5) The reactants are: [C:1]([C:3]1[N:4]=[N:5][N:6]([C@@H:8]2[C@H:13]([NH:14][C:15]([C:17]3[NH:18][C:19]([CH3:24])=[C:20]([Cl:23])[C:21]=3[Cl:22])=[O:16])[CH2:12][CH2:11][N:10](C(OCC3C=CC=CC=3)=O)[CH2:9]2)[CH:7]=1)#[N:2].CCN(CC)CC.[SiH](CC)(CC)CC. Given the product [Cl:22][C:21]1[C:20]([Cl:23])=[C:19]([CH3:24])[NH:18][C:17]=1[C:15]([NH:14][C@@H:13]1[CH2:12][CH2:11][NH:10][CH2:9][C@@H:8]1[N:6]1[CH:7]=[C:3]([C:1]#[N:2])[N:4]=[N:5]1)=[O:16], predict the reactants needed to synthesize it. (6) Given the product [CH3:16][S:13]([C:10]1[CH:9]=[CH:8][C:7]([N:5]2[CH:6]=[C:2]([C:23]([F:26])([F:25])[F:24])[N:3]=[C:4]2[C:17]2[CH:22]=[CH:21][CH:20]=[CH:19][CH:18]=2)=[CH:12][CH:11]=1)(=[O:15])=[O:14], predict the reactants needed to synthesize it. The reactants are: O[C:2]1([C:23]([F:26])([F:25])[F:24])[CH2:6][N:5]([C:7]2[CH:12]=[CH:11][C:10]([S:13]([CH3:16])(=[O:15])=[O:14])=[CH:9][CH:8]=2)[C:4]([C:17]2[CH:22]=[CH:21][CH:20]=[CH:19][CH:18]=2)=[N:3]1.O.C1(C)C=CC(S(O)(=O)=O)=CC=1. (7) Given the product [CH2:4]([O:21][C:20]([C:19]1[C:4]2[O:3][B:2]([OH:1])[C@@H:7]([NH:8][C:9](=[O:15])[CH2:10][CH2:11][C:12](=[O:14])[CH3:13])[CH2:6][C:5]=2[CH:16]=[CH:17][CH:18]=1)=[O:22])[CH:5]([CH3:16])[CH3:6], predict the reactants needed to synthesize it. The reactants are: [OH:1][B:2]1[C@@H:7]([NH:8][C:9](=[O:15])[CH2:10][CH2:11][C:12](=[O:14])[CH3:13])[CH2:6][C:5]2[CH:16]=[CH:17][CH:18]=[C:19]([C:20]([OH:22])=[O:21])[C:4]=2[O:3]1.